Dataset: Reaction yield outcomes from USPTO patents with 853,638 reactions. Task: Predict the reaction yield, written as a fraction of the theoretical maximum amount of product (1.0 means a 100% yield; for example, 0.34 means a 34% yield). (1) The product is [F:5][C:6]1[CH:11]=[C:10]([I:12])[CH:9]=[CH:8][C:7]=1[NH:13][C:14]1[C:15]([NH:25][S:26]([CH:29]2[CH2:32][CH:31]([OH:33])[CH2:30]2)(=[O:27])=[O:28])=[C:16]2[S:24][CH2:23][CH2:22][N:17]2[C:18](=[O:21])[C:19]=1[CH3:20]. The yield is 0.180. The catalyst is C(Cl)Cl.C(Cl)(Cl)Cl. The reactants are B(Cl)(Cl)Cl.[F:5][C:6]1[CH:11]=[C:10]([I:12])[CH:9]=[CH:8][C:7]=1[NH:13][C:14]1[C:15]([NH:25][S:26]([CH:29]2[CH2:32][CH:31]([O:33]CC3C=CC=CC=3)[CH2:30]2)(=[O:28])=[O:27])=[C:16]2[S:24][CH2:23][CH2:22][N:17]2[C:18](=[O:21])[C:19]=1[CH3:20].CO. (2) The reactants are [C:1]([C:3]1[C:4]([NH:26]CC2C=CC(OC)=CC=2OC)=[N:5][S:6][C:7]=1[C:8]1[CH:13]=[CH:12][C:11]([NH:14][C:15]([NH:17][C:18]2[CH:23]=[C:22]([CH3:24])[CH:21]=[CH:20][C:19]=2[F:25])=[O:16])=[CH:10][CH:9]=1)#[N:2].FC(F)(F)C(O)=O.C([O-])([O-])=O.[Na+].[Na+]. The catalyst is C(Cl)Cl. The product is [NH2:26][C:4]1[C:3]([C:1]#[N:2])=[C:7]([C:8]2[CH:13]=[CH:12][C:11]([NH:14][C:15]([NH:17][C:18]3[CH:23]=[C:22]([CH3:24])[CH:21]=[CH:20][C:19]=3[F:25])=[O:16])=[CH:10][CH:9]=2)[S:6][N:5]=1. The yield is 0.940. (3) The reactants are [O:1]1[CH2:6][CH2:5][CH:4]([O:7][C:8]2[N:13]=[CH:12][C:11]([C:14]([O:16]CC)=[O:15])=[CH:10][CH:9]=2)[CH2:3][CH2:2]1.[OH-].[Na+]. The catalyst is CCO. The product is [O:1]1[CH2:2][CH2:3][CH:4]([O:7][C:8]2[N:13]=[CH:12][C:11]([C:14]([OH:16])=[O:15])=[CH:10][CH:9]=2)[CH2:5][CH2:6]1. The yield is 0.470. (4) The reactants are C(Cl)(=O)C(Cl)=O.CS(C)=O.[C:11]([SiH2:15][O:16][C:17]([C:34]1[CH:39]=[CH:38][CH:37]=[CH:36][CH:35]=1)([C:28]1[CH:33]=[CH:32][CH:31]=[CH:30][CH:29]=1)[CH:18]1[CH2:22][CH2:21][C:20]([CH2:24][OH:25])([CH3:23])[C:19]1([CH3:27])[CH3:26])([CH3:14])([CH3:13])[CH3:12].C(N(CC)CC)C. The yield is 0.970. The catalyst is C(Cl)Cl.O. The product is [C:11]([SiH2:15][O:16][C:17]([C:28]1[CH:29]=[CH:30][CH:31]=[CH:32][CH:33]=1)([C:34]1[CH:39]=[CH:38][CH:37]=[CH:36][CH:35]=1)[CH:18]1[CH2:22][CH2:21][C:20]([CH3:23])([CH:24]=[O:25])[C:19]1([CH3:27])[CH3:26])([CH3:12])([CH3:13])[CH3:14]. (5) The reactants are C1([Li])C=CC=CC=1.[CH:8]1[N:9]=[CH:10][N:11]2[CH:16]=[CH:15][CH:14]=[CH:13][C:12]=12.[O:17]=[C:18]1[CH2:23][CH2:22][N:21]([C:24]([O:26][C:27]([CH3:30])([CH3:29])[CH3:28])=[O:25])[CH2:20][CH2:19]1. The catalyst is C1COCC1.C(OCC)C. The product is [OH:17][C:18]1([C:10]2[N:11]3[CH:16]=[CH:15][CH:14]=[CH:13][C:12]3=[CH:8][N:9]=2)[CH2:19][CH2:20][N:21]([C:24]([O:26][C:27]([CH3:30])([CH3:29])[CH3:28])=[O:25])[CH2:22][CH2:23]1. The yield is 0.250. (6) The reactants are Cl.Cl.[NH2:3][CH:4]1[CH2:11][CH:10]2[N:12]([CH3:13])[CH:6]([CH2:7][CH2:8][CH2:9]2)[CH2:5]1.[C:14]1([C:20]2[O:21][C:22]3[C:23](=[C:25]([C:29](O)=[O:30])[CH:26]=[CH:27][CH:28]=3)[N:24]=2)[CH:19]=[CH:18][CH:17]=[CH:16][CH:15]=1. The product is [CH3:13][N:12]1[CH:6]2[CH2:7][CH2:8][CH2:9][CH:10]1[CH2:11][CH:4]([NH:3][C:29]([C:25]1[CH:26]=[CH:27][CH:28]=[C:22]3[O:21][C:20]([C:14]4[CH:19]=[CH:18][CH:17]=[CH:16][CH:15]=4)=[N:24][C:23]=13)=[O:30])[CH2:5]2. The yield is 0.400. No catalyst specified.